Dataset: Forward reaction prediction with 1.9M reactions from USPTO patents (1976-2016). Task: Predict the product of the given reaction. (1) Given the reactants [Cl:1][C:2]1[NH:11][C:10]2[C:9](=[O:12])[N:7]([CH3:8])[C:6](=[O:13])[N:5]([CH3:14])[C:4]=2[N:3]=1.[C:15]([C:17]1[CH:24]=[CH:23][CH:22]=[CH:21][C:18]=1[CH2:19]Br)#[N:16].C(=O)([O-])[O-].[K+].[K+].[I-].[K+], predict the reaction product. The product is: [Cl:1][C:2]1[N:11]([CH2:19][C:18]2[CH:21]=[CH:22][CH:23]=[CH:24][C:17]=2[C:15]#[N:16])[C:10]2[C:9](=[O:12])[N:7]([CH3:8])[C:6](=[O:13])[N:5]([CH3:14])[C:4]=2[N:3]=1. (2) Given the reactants [OH:1][CH2:2][C:3]1[CH:8]=[CH:7][C:6]([NH:9][C:10](=[O:18])[CH2:11][S:12][CH2:13][C:14]([O:16][CH3:17])=[O:15])=[CH:5][CH:4]=1.CC(OI1(OC(C)=O)(OC(C)=O)OC(=O)C2C=CC=CC1=2)=O, predict the reaction product. The product is: [CH:2]([C:3]1[CH:4]=[CH:5][C:6]([NH:9][C:10](=[O:18])[CH2:11][S:12][CH2:13][C:14]([O:16][CH3:17])=[O:15])=[CH:7][CH:8]=1)=[O:1]. (3) Given the reactants CC(CC)C(NC(=O)[O-])C=O.[Br:12][C:13]1[NH:17][C:16]([C@@H:18]2[CH2:22][C@H:21]([CH3:23])[CH2:20][N:19]2[C:24]([O:26]C(C)(C)C)=O)=[N:15][CH:14]=1.[CH3:31][O:32][C:33]([NH:35][C@@H:36]([C@@H:40]([CH3:43])[CH2:41][CH3:42])C(O)=O)=[O:34].CN(C(ON1N=NC2C=CC=NC1=2)=[N+](C)C)C.F[P-](F)(F)(F)(F)F.CCN(C(C)C)C(C)C.C([O-])(O)=O.[Na+], predict the reaction product. The product is: [Br:12][C:13]1[NH:17][C:16]([C@@H:18]2[CH2:22][C@H:21]([CH3:23])[CH2:20][N:19]2[C:24](=[O:26])[C@@H:36]([NH:35][C:33](=[O:34])[O:32][CH3:31])[C@@H:40]([CH3:43])[CH2:41][CH3:42])=[N:15][CH:14]=1.